This data is from Reaction yield outcomes from USPTO patents with 853,638 reactions. The task is: Predict the reaction yield, written as a fraction of the theoretical maximum amount of product (1.0 means a 100% yield; for example, 0.34 means a 34% yield). (1) The reactants are [C:1]([C:3]1([O:8][Si:9]([CH3:12])([CH3:11])[CH3:10])[CH2:7][CH2:6][CH2:5][CH2:4]1)#[CH:2].[Li]CCCC.CON(C)[C:21](=[O:28])[C:22]1[CH:27]=[CH:26][N:25]=[CH:24][CH:23]=1. The catalyst is C1COCC1. The product is [N:25]1[CH:26]=[CH:27][C:22]([C:21](=[O:28])[C:2]#[C:1][C:3]2([O:8][Si:9]([CH3:10])([CH3:12])[CH3:11])[CH2:7][CH2:6][CH2:5][CH2:4]2)=[CH:23][CH:24]=1. The yield is 0.320. (2) The reactants are C1(CC([CH:10]2[C:15]([CH2:16][O:17][C:18](=[O:20])[NH2:19])=[C:14]([C:21]([OH:23])=[O:22])[N:13]3[C:24](=[O:27])[CH:25]([NH2:26])[C@H:12]3[S:11]2)=O)C=CC=CC=1.[OH-].[Na+]. The catalyst is P([O-])([O-])([O-])=O.[K+].[K+].[K+]. The product is [NH2:26][CH:25]1[C:24](=[O:27])[N:13]2[C:14]([C:21]([OH:23])=[O:22])=[C:15]([CH2:16][O:17][C:18](=[O:20])[NH2:19])[CH2:10][S:11][C@H:12]12. The yield is 0.630. (3) The reactants are [CH3:1][C:2]1[CH:7]=[CH:6][N:5]=[C:4]([NH2:8])[N:3]=1.[Br:9]N1C(=O)CCC1=O. The catalyst is C(Cl)(Cl)Cl.C(Cl)Cl. The product is [Br:9][C:7]1[C:2]([CH3:1])=[N:3][C:4]([NH2:8])=[N:5][CH:6]=1. The yield is 0.860.